Regression. Given two drug SMILES strings and cell line genomic features, predict the synergy score measuring deviation from expected non-interaction effect. From a dataset of NCI-60 drug combinations with 297,098 pairs across 59 cell lines. (1) Drug 1: C1=CC(=C2C(=C1NCCNCCO)C(=O)C3=C(C=CC(=C3C2=O)O)O)NCCNCCO. Drug 2: CN(CCCl)CCCl.Cl. Cell line: SNB-75. Synergy scores: CSS=55.3, Synergy_ZIP=0.318, Synergy_Bliss=2.56, Synergy_Loewe=-31.2, Synergy_HSA=2.50. (2) Drug 1: CC1OCC2C(O1)C(C(C(O2)OC3C4COC(=O)C4C(C5=CC6=C(C=C35)OCO6)C7=CC(=C(C(=C7)OC)O)OC)O)O. Drug 2: C1=CC=C(C=C1)NC(=O)CCCCCCC(=O)NO. Cell line: MALME-3M. Synergy scores: CSS=32.6, Synergy_ZIP=-2.93, Synergy_Bliss=3.43, Synergy_Loewe=-2.61, Synergy_HSA=5.98. (3) Drug 1: CC1OCC2C(O1)C(C(C(O2)OC3C4COC(=O)C4C(C5=CC6=C(C=C35)OCO6)C7=CC(=C(C(=C7)OC)O)OC)O)O. Drug 2: C1CCC(C(C1)N)N.C(=O)(C(=O)[O-])[O-].[Pt+4]. Cell line: 786-0. Synergy scores: CSS=33.9, Synergy_ZIP=-6.26, Synergy_Bliss=-1.09, Synergy_Loewe=-11.4, Synergy_HSA=3.15. (4) Drug 1: C1CCC(CC1)NC(=O)N(CCCl)N=O. Drug 2: CC1CCCC2(C(O2)CC(NC(=O)CC(C(C(=O)C(C1O)C)(C)C)O)C(=CC3=CSC(=N3)C)C)C. Cell line: ACHN. Synergy scores: CSS=11.0, Synergy_ZIP=-3.09, Synergy_Bliss=-3.49, Synergy_Loewe=-4.96, Synergy_HSA=-5.16. (5) Drug 1: CC1OCC2C(O1)C(C(C(O2)OC3C4COC(=O)C4C(C5=CC6=C(C=C35)OCO6)C7=CC(=C(C(=C7)OC)O)OC)O)O. Drug 2: C1=CC(=CC=C1CCCC(=O)O)N(CCCl)CCCl. Cell line: SK-MEL-28. Synergy scores: CSS=30.2, Synergy_ZIP=-6.08, Synergy_Bliss=6.92, Synergy_Loewe=-10.4, Synergy_HSA=2.19.